From a dataset of Forward reaction prediction with 1.9M reactions from USPTO patents (1976-2016). Predict the product of the given reaction. Given the reactants [OH:1][C:2]1[CH:30]=[CH:29][C:5]([C:6]([NH:8][C:9]2[C:10](=[O:28])[O:11][C:12]3[C:17]([CH:18]=2)=[CH:16][CH:15]=[C:14]([O:19][C@@H:20]2[CH2:25][C@H:24]([OH:26])[CH2:23][CH2:22][O:21]2)[C:13]=3[CH3:27])=[O:7])=[CH:4][C:3]=1[CH2:31][CH:32]=[C:33]([CH3:35])[CH3:34].[K+].[Br-], predict the reaction product. The product is: [OH:1][C:2]1[CH:30]=[CH:29][C:5]([C:6]([NH:8][C:9]2[C:10](=[O:28])[O:11][C:12]3[C:17]([CH:18]=2)=[CH:16][CH:15]=[C:14]([O:19][C@H:20]2[CH2:25][C@H:24]([OH:26])[CH2:23][CH2:22][O:21]2)[C:13]=3[CH3:27])=[O:7])=[CH:4][C:3]=1[CH2:31][CH:32]=[C:33]([CH3:35])[CH3:34].